Dataset: Full USPTO retrosynthesis dataset with 1.9M reactions from patents (1976-2016). Task: Predict the reactants needed to synthesize the given product. (1) Given the product [CH3:20][C:19]1[S:21][C:2]2[CH2:3][N:4]([C:9]([O:11][CH2:12][C:13]3[CH:18]=[CH:17][CH:16]=[CH:15][CH:14]=3)=[O:10])[CH2:5][CH2:6][C:7]=2[N:22]=1, predict the reactants needed to synthesize it. The reactants are: Br[CH:2]1[C:7](=O)[CH2:6][CH2:5][N:4]([C:9]([O:11][CH2:12][C:13]2[CH:18]=[CH:17][CH:16]=[CH:15][CH:14]=2)=[O:10])[CH2:3]1.[C:19]([NH2:22])(=[S:21])[CH3:20].O. (2) The reactants are: CS(O[CH:6]1[CH2:9][N:8]([C:10]([O:12][C:13]([CH3:16])([CH3:15])[CH3:14])=[O:11])[CH2:7]1)(=O)=O.O.[NH2:18][NH2:19]. Given the product [NH:18]([CH:6]1[CH2:9][N:8]([C:10]([O:12][C:13]([CH3:16])([CH3:15])[CH3:14])=[O:11])[CH2:7]1)[NH2:19], predict the reactants needed to synthesize it. (3) Given the product [C:1]([C:5]1[C:9]([CH2:10][CH2:11][CH2:12][OH:13])=[CH:8][N:7]([C:16]2[CH:21]=[CH:20][C:19]([Cl:22])=[CH:18][N:17]=2)[N:6]=1)([CH3:4])([CH3:2])[CH3:3], predict the reactants needed to synthesize it. The reactants are: [C:1]([C:5]1[C:9]([CH2:10][CH2:11][C:12](OC)=[O:13])=[CH:8][N:7]([C:16]2[CH:21]=[CH:20][C:19]([Cl:22])=[CH:18][N:17]=2)[N:6]=1)([CH3:4])([CH3:3])[CH3:2].[H-].C([Al+]CC(C)C)C(C)C.Cl.